Dataset: Catalyst prediction with 721,799 reactions and 888 catalyst types from USPTO. Task: Predict which catalyst facilitates the given reaction. (1) Reactant: Br[C:2]1[CH:8]=[C:7]([CH:9]([CH3:11])[CH3:10])[C:5]([NH2:6])=[C:4]([CH:12]([CH3:14])[CH3:13])[CH:3]=1.[C:15]1(B(O)O)[CH:20]=[CH:19][CH:18]=[CH:17][CH:16]=1.[O-]P([O-])([O-])=O.[K+].[K+].[K+].C1(C)C=CC=CC=1. Product: [CH:12]([C:4]1[CH:3]=[C:2]([C:15]2[CH:20]=[CH:19][CH:18]=[CH:17][CH:16]=2)[CH:8]=[C:7]([CH:9]([CH3:11])[CH3:10])[C:5]=1[NH2:6])([CH3:14])[CH3:13]. The catalyst class is: 103. (2) Reactant: [Cl:1][C:2]1[CH:3]=[C:4]2[C:8](=[C:9]([NH:11][C:12]([C@@H:14]3[CH2:19][O:18][C:17]([CH3:21])([CH3:20])[CH2:16][N:15]3[CH2:22][C:23]([N:25]3[CH2:30][C@@H:29]([CH3:31])[O:28][C@@H:27]([CH3:32])[CH2:26]3)=[O:24])=[O:13])[CH:10]=1)[NH:7][C:6]1[CH:33]=[N:34][CH:35]=[CH:36][C:5]2=1.C(OCC)(=O)C.Cl.C(O)(C)C. Product: [ClH:1].[Cl:1][C:2]1[CH:3]=[C:4]2[C:8](=[C:9]([NH:11][C:12]([C@@H:14]3[CH2:19][O:18][C:17]([CH3:21])([CH3:20])[CH2:16][N:15]3[CH2:22][C:23]([N:25]3[CH2:26][C@@H:27]([CH3:32])[O:28][C@@H:29]([CH3:31])[CH2:30]3)=[O:24])=[O:13])[CH:10]=1)[NH:7][C:6]1[CH:33]=[N:34][CH:35]=[CH:36][C:5]2=1. The catalyst class is: 11. (3) Reactant: [N+:1]([C:4]1[CH:9]=[CH:8][C:7]([CH2:10][C:11]([N:13]2[CH2:18][CH2:17][CH2:16][CH2:15][CH2:14]2)=[O:12])=[CH:6][CH:5]=1)([O-:3])=[O:2].Br[CH2:20][C:21]([O:23]C)=O.[OH-].[Na+].[CH3:27][N:28]1[CH2:33][CH2:32][NH:31][CH2:30][CH2:29]1. Product: [CH3:27][N:28]1[CH2:33][CH2:32][N:31]([C:21](=[O:23])[CH2:20][CH:10]([C:7]2[CH:8]=[CH:9][C:4]([N+:1]([O-:3])=[O:2])=[CH:5][CH:6]=2)[C:11](=[O:12])[N:13]2[CH2:14][CH2:15][CH2:16][CH2:17][CH2:18]2)[CH2:30][CH2:29]1. The catalyst class is: 5.